This data is from Peptide-MHC class II binding affinity with 134,281 pairs from IEDB. The task is: Regression. Given a peptide amino acid sequence and an MHC pseudo amino acid sequence, predict their binding affinity value. This is MHC class II binding data. (1) The peptide sequence is IFFMSPKGISRMSMA. The MHC is DRB4_0101 with pseudo-sequence DRB4_0103. The binding affinity (normalized) is 0.192. (2) The peptide sequence is TPVNIIGRNLLTQIG. The MHC is DRB1_1602 with pseudo-sequence DRB1_1602. The binding affinity (normalized) is 0.408. (3) The peptide sequence is GVTCGPGHGISVGSL. The MHC is DRB3_0202 with pseudo-sequence DRB3_0202. The binding affinity (normalized) is 0.